This data is from Catalyst prediction with 721,799 reactions and 888 catalyst types from USPTO. The task is: Predict which catalyst facilitates the given reaction. (1) Reactant: [ClH:1].Cl.[NH2:3][C:4](=[N:6]/[N:7]=[C:8](/[C:10]1[CH:11]=[C:12]([NH:16][C:17](=[O:27])[C:18]2[CH:23]=[CH:22][C:21]([N+:24]([O-])=O)=[CH:20][CH:19]=2)[CH:13]=[CH:14][CH:15]=1)\[CH3:9])[NH2:5].CCO.Cl. Product: [ClH:1].[ClH:1].[NH2:24][C:21]1[CH:20]=[CH:19][C:18]([C:17]([NH:16][C:12]2[CH:13]=[CH:14][CH:15]=[C:10](/[C:8](=[N:7]/[N:6]=[C:4]([NH2:5])[NH2:3])/[CH3:9])[CH:11]=2)=[O:27])=[CH:23][CH:22]=1. The catalyst class is: 150. (2) Reactant: [OH:1][CH:2]1[CH2:7][CH2:6][N:5]([C:8]([O:10][C:11]([CH3:14])([CH3:13])[CH3:12])=[O:9])[CH2:4][CH2:3]1.[H-].[Na+].[CH2:17](Br)[CH:18]=[CH2:19]. Product: [CH2:19]([O:1][CH:2]1[CH2:3][CH2:4][N:5]([C:8]([O:10][C:11]([CH3:14])([CH3:13])[CH3:12])=[O:9])[CH2:6][CH2:7]1)[CH:18]=[CH2:17]. The catalyst class is: 3. (3) Reactant: [OH:1][N:2]=[C:3]([C:5]1[C:6](=[O:36])[N:7]([CH2:24][C:25]2[CH:30]=[CH:29][CH:28]=[C:27]([C:31]([F:34])([F:33])[F:32])[C:26]=2[CH3:35])[C:8](=[O:23])[N:9]([C:11]2[CH:16]=[CH:15][C:14]([N:17]3[CH2:21][CH2:20][O:19][C:18]3=[O:22])=[CH:13][CH:12]=2)[CH:10]=1)[NH2:4].N1C=CC=CC=1.Cl[C:44](OCC(C)C)=[O:45]. Product: [CH3:35][C:26]1[C:27]([C:31]([F:34])([F:33])[F:32])=[CH:28][CH:29]=[CH:30][C:25]=1[CH2:24][N:7]1[C:6](=[O:36])[C:5]([C:3]2[NH:4][C:44](=[O:45])[O:1][N:2]=2)=[CH:10][N:9]([C:11]2[CH:12]=[CH:13][C:14]([N:17]3[CH2:21][CH2:20][O:19][C:18]3=[O:22])=[CH:15][CH:16]=2)[C:8]1=[O:23]. The catalyst class is: 18. (4) Reactant: [CH2:1]([O:3][C:4]([C@@H:6]1[CH2:10][CH2:9][CH2:8][C@@H:7]1NCCC(C)C)=[O:5])[CH3:2].CS(NC1C=CC2NC(CC(O)=O)=NS(=O)(=O)C=2C=1)(=O)=O.C1(N=C=NC2CCCCC2)CCCCC1. Product: [CH2:1]([O:3][C:4]([CH:6]1[CH2:10][CH2:9][CH2:8][CH2:7]1)=[O:5])[CH3:2]. The catalyst class is: 204. (5) Reactant: [NH2:1][C:2]1[CH:7]=[CH:6][CH:5]=[CH:4][CH:3]=1.[Cl:8][C:9]1[CH:14]=[C:13](Cl)[N:12]=[C:11]([CH3:16])[N:10]=1.C(=O)([O-])[O-].[K+].[K+]. Product: [Cl:8][C:9]1[N:10]=[C:11]([CH3:16])[N:12]=[C:13]([NH:1][C:2]2[CH:7]=[CH:6][CH:5]=[CH:4][CH:3]=2)[CH:14]=1. The catalyst class is: 8. (6) Reactant: [N+:1]([C:4]1[CH:5]=[C:6]([CH:9]=[CH:10][C:11]=1Cl)[C:7]#[N:8])([O-:3])=[O:2].[NH2:13][CH2:14][CH2:15][CH2:16][CH2:17][OH:18].C([O-])([O-])=O.[K+].[K+]. Product: [C:7]([C:6]1[CH:9]=[CH:10][C:11]([NH:13][CH2:14][CH2:15][CH2:16][CH2:17][OH:18])=[C:4]([N+:1]([O-:3])=[O:2])[CH:5]=1)#[N:8]. The catalyst class is: 23. (7) Reactant: [Cl:1][C:2]1[CH:10]=[C:9]2[C:5]([C:6]([CH3:12])([CH3:11])[CH2:7][CH2:8]2)=[CH:4][C:3]=1[O:13][C:14]1[S:15][CH:16]=[C:17]([C:19]([NH:21][C:22]2[C:23]([O:44][CH3:45])=[N:24][C:25]([NH:30][CH2:31][CH2:32][N:33]([CH:41]([CH3:43])[CH3:42])C(=O)OC(C)(C)C)=[N:26][C:27]=2[O:28][CH3:29])=[O:20])[N:18]=1.CO. Product: [Cl:1][C:2]1[CH:10]=[C:9]2[C:5]([C:6]([CH3:11])([CH3:12])[CH2:7][CH2:8]2)=[CH:4][C:3]=1[O:13][C:14]1[S:15][CH:16]=[C:17]([C:19]([NH:21][C:22]2[C:23]([O:44][CH3:45])=[N:24][C:25]([NH:30][CH2:31][CH2:32][NH:33][CH:41]([CH3:42])[CH3:43])=[N:26][C:27]=2[O:28][CH3:29])=[O:20])[N:18]=1. The catalyst class is: 4. (8) Reactant: [NH:1]([C:6]([O:8][C:9]([CH3:12])([CH3:11])[CH3:10])=[O:7])[CH2:2][C:3]([OH:5])=O.CN(C(ON1N=NC2C=CC=NC1=2)=[N+](C)C)C.F[P-](F)(F)(F)(F)F.[NH:37]1[C:46]2[C:41](=[CH:42][CH:43]=[CH:44][CH:45]=2)[CH2:40][CH2:39][CH2:38]1.CCN(C(C)C)C(C)C. Product: [N:37]1([C:3](=[O:5])[CH2:2][NH:1][C:6](=[O:7])[O:8][C:9]([CH3:12])([CH3:11])[CH3:10])[C:46]2[C:41](=[CH:42][CH:43]=[CH:44][CH:45]=2)[CH2:40][CH2:39][CH2:38]1. The catalyst class is: 2. (9) Reactant: [C:1]([C:3]1([NH:6][C:7](=[O:31])[C@@H:8]([NH:18][C@@H:19]([C:24]2[CH:29]=[CH:28][C:27]([F:30])=[CH:26][CH:25]=2)[C:20]([F:23])([F:22])[F:21])[CH2:9][S:10][CH2:11][C:12]2[CH:13]=[N:14][CH:15]=[CH:16][CH:17]=2)[CH2:5][CH2:4]1)#[N:2].[OH:32]OS([O-])=O.[K+].[OH2:38]. Product: [C:1]([C:3]1([NH:6][C:7](=[O:31])[C@@H:8]([NH:18][C@@H:19]([C:24]2[CH:25]=[CH:26][C:27]([F:30])=[CH:28][CH:29]=2)[C:20]([F:22])([F:23])[F:21])[CH2:9][S:10]([CH2:11][C:12]2[CH:13]=[N:14][CH:15]=[CH:16][CH:17]=2)(=[O:32])=[O:38])[CH2:4][CH2:5]1)#[N:2]. The catalyst class is: 5. (10) Reactant: [C:1]1(=[O:14])[C:13]2[N:5]([N:6]=[C:7]3[C:12]=2[CH:11]=[CH:10][CH:9]=[CH:8]3)[CH2:4][CH2:3][NH:2]1.[H-].[Na+].[Cl:17][CH2:18][CH2:19][CH2:20][N:21]1[CH2:26][CH2:25][CH:24]([C:27]2[CH:32]=[CH:31][CH:30]=[CH:29][CH:28]=2)[CH2:23][CH2:22]1.C(OCC)(=O)C. Product: [ClH:17].[C:27]1([CH:24]2[CH2:23][CH2:22][N:21]([CH2:20][CH2:19][CH2:18][N:2]3[CH2:3][CH2:4][N:5]4[N:6]=[C:7]5[C:12]([CH:11]=[CH:10][CH:9]=[CH:8]5)=[C:13]4[C:1]3=[O:14])[CH2:26][CH2:25]2)[CH:32]=[CH:31][CH:30]=[CH:29][CH:28]=1. The catalyst class is: 213.